Dataset: Catalyst prediction with 721,799 reactions and 888 catalyst types from USPTO. Task: Predict which catalyst facilitates the given reaction. Reactant: [N:1]1[CH:6]=[CH:5][CH:4]=[CH:3][C:2]=1[CH2:7][CH2:8][NH:9][S:10]([NH:13]C(=O)OCC1C=CC=CC=1)(=[O:12])=[O:11]. Product: [N:1]1[CH:6]=[CH:5][CH:4]=[CH:3][C:2]=1[CH2:7][CH2:8][NH:9][S:10]([NH2:13])(=[O:12])=[O:11]. The catalyst class is: 178.